From a dataset of HIV replication inhibition screening data with 41,000+ compounds from the AIDS Antiviral Screen. Binary Classification. Given a drug SMILES string, predict its activity (active/inactive) in a high-throughput screening assay against a specified biological target. (1) The molecule is COc1ccc(NC(=O)C2C(=O)N(c3ccc(OC)cc3)C(=O)C2=NNC(N)=O)cc1. The result is 0 (inactive). (2) The drug is CCCCN(CCCC)C(=S)SSC(=S)N(CCCC)CCCC. The result is 0 (inactive). (3) The result is 0 (inactive). The compound is O=C(NCCc1c[nH]c2ccccc12)C1CCCCC1. (4) The drug is CCc1cc(-c2cccc3ccccc23)c(C#N)c(=S)n1C1OC(CO)C(O)C(O)C1O. The result is 0 (inactive). (5) The molecule is c1ccc(N=C2SC3=Nc4cccc5cccc(c45)N3C2=Nc2ccccc2)cc1. The result is 0 (inactive). (6) The molecule is Cn1c(=O)c2c(nc3n(CCCCl)c(=O)ccn23)n(C)c1=O. The result is 0 (inactive). (7) The drug is NS(=O)(=O)c1ccc(NN=C2C(=O)N(c3ccccc3)N(c3ccccc3)C2=O)cc1. The result is 0 (inactive). (8) The compound is COC(=O)C(C(=O)C(=O)Nc1nc2ccc([N+](=O)[O-])cc2s1)c1nc2ccc(Cl)cc2nc1O. The result is 0 (inactive). (9) The molecule is CC(=O)OC1CCn2nnc(CO)c21. The result is 0 (inactive). (10) The drug is Cc1[nH]c2c(C)cccc2c1C1Cc2ccccc2N1.Cl. The result is 0 (inactive).